From a dataset of Kir2.1 potassium channel HTS with 301,493 compounds. Binary Classification. Given a drug SMILES string, predict its activity (active/inactive) in a high-throughput screening assay against a specified biological target. The drug is s1c2c(nc1Nc1c(cccc1)C)cccc2. The result is 0 (inactive).